From a dataset of Full USPTO retrosynthesis dataset with 1.9M reactions from patents (1976-2016). Predict the reactants needed to synthesize the given product. (1) Given the product [CH3:23][Si:24]([C:27]#[C:28][C:2]1[CH:7]=[CH:6][C:5]([N:8]([C:16]2[CH:21]=[CH:20][C:19]([C:28]#[C:27][Si:24]([CH3:26])([CH3:25])[CH3:23])=[CH:18][CH:17]=2)[C:9]2[CH:14]=[CH:13][C:12]([C:28]#[C:27][Si:24]([CH3:26])([CH3:25])[CH3:23])=[CH:11][CH:10]=2)=[CH:4][CH:3]=1)([CH3:26])[CH3:25], predict the reactants needed to synthesize it. The reactants are: Br[C:2]1[CH:7]=[CH:6][C:5]([N:8]([C:16]2[CH:21]=[CH:20][C:19](Br)=[CH:18][CH:17]=2)[C:9]2[CH:14]=[CH:13][C:12](Br)=[CH:11][CH:10]=2)=[CH:4][CH:3]=1.[CH3:23][Si:24]([C:27]#[CH:28])([CH3:26])[CH3:25]. (2) Given the product [F:26][C:27]1[C:36]2[C:31](=[CH:32][CH:33]=[CH:34][CH:35]=2)[C:30]([C:37]([NH:1][CH:2]([CH2:12][C:13]2[CH:18]=[CH:17][CH:16]=[C:15]([O:19][C:20]([F:25])([F:24])[CH:21]([F:23])[F:22])[CH:14]=2)[CH:3]([C:5]2[CH:10]=[CH:9][CH:8]=[C:7]([F:11])[CH:6]=2)[OH:4])=[O:38])=[CH:29][CH:28]=1, predict the reactants needed to synthesize it. The reactants are: [NH2:1][CH:2]([CH2:12][C:13]1[CH:18]=[CH:17][CH:16]=[C:15]([O:19][C:20]([F:25])([F:24])[CH:21]([F:23])[F:22])[CH:14]=1)[CH:3]([C:5]1[CH:10]=[CH:9][CH:8]=[C:7]([F:11])[CH:6]=1)[OH:4].[F:26][C:27]1[C:36]2[C:31](=[CH:32][CH:33]=[CH:34][CH:35]=2)[C:30]([C:37](O)=[O:38])=[CH:29][CH:28]=1.Cl.C(N=C=NCCCN(C)C)C.O.ON1C2C=CC=CC=2N=N1. (3) Given the product [CH2:36]([O:38][C:39](=[O:44])[CH2:40][C:11]([C@@H:8]1[CH2:9][CH2:10][N:5]([C:3]([O:2][CH3:1])=[O:4])[C@@H:6]([C:14]2[CH:19]=[CH:18][CH:17]=[C:16]([C:20]([F:23])([F:22])[F:21])[CH:15]=2)[CH2:7]1)=[O:12])[CH3:37].[CH2:36]([O:38][C:39](=[O:44])[CH2:40][C:41]([C@H:8]1[CH2:9][CH2:10][N:5]([C:3]([O:2][CH3:1])=[O:4])[C@@H:6]([C:14]2[CH:19]=[CH:18][CH:17]=[C:16]([C:20]([F:23])([F:22])[F:21])[CH:15]=2)[CH2:7]1)=[O:43])[CH3:37], predict the reactants needed to synthesize it. The reactants are: [CH3:1][O:2][C:3]([N:5]1[CH2:10][CH2:9][CH:8]([C:11](O)=[O:12])[CH2:7][CH:6]1[C:14]1[CH:19]=[CH:18][CH:17]=[C:16]([C:20]([F:23])([F:22])[F:21])[CH:15]=1)=[O:4].N1(C(N2C=CN=C2)=O)C=CN=C1.[CH2:36]([O:38][C:39](=[O:44])[CH2:40][C:41]([O-:43])=O)[CH3:37].[K+].[Cl-].[Mg+2].[Cl-].Cl. (4) Given the product [CH3:1][O:2][CH2:3][CH2:4][C:5]1[CH:6]=[C:7]([NH2:14])[C:8]2[O:12][CH2:11][O:10][C:9]=2[CH:13]=1, predict the reactants needed to synthesize it. The reactants are: [CH3:1][O:2][CH2:3][CH2:4][C:5]1[CH:6]=[C:7]([NH:14]C(=O)OC(C)(C)C)[C:8]2[O:12][CH2:11][O:10][C:9]=2[CH:13]=1.Cl. (5) Given the product [CH3:15][C@H:14]([O:16][C:20]1[CH:25]=[CH:24][CH:23]=[CH:22][N:21]=1)[CH2:13][O:12][C:11]1[CH:17]=[CH:18][C:8]([O:1][C:2]2[CH:3]=[CH:4][CH:5]=[CH:6][CH:7]=2)=[CH:9][CH:10]=1, predict the reactants needed to synthesize it. The reactants are: [O:1]([C:8]1[CH:18]=[CH:17][C:11]([O:12][CH2:13][C@@H:14]([OH:16])[CH3:15])=[CH:10][CH:9]=1)[C:2]1[CH:7]=[CH:6][CH:5]=[CH:4][CH:3]=1.Cl[C:20]1[CH:25]=[CH:24][CH:23]=[CH:22][N:21]=1. (6) The reactants are: [CH:1]1[C:13]2[CH:12]([CH2:14][O:15][C:16]([N:18]3[CH2:23][CH2:22][CH:21]([C:24]([OH:26])=O)[CH2:20][CH2:19]3)=[O:17])[C:11]3[C:6](=[CH:7][CH:8]=[CH:9][CH:10]=3)[C:5]=2[CH:4]=[CH:3][CH:2]=1.CN(C=O)C.C(Cl)(=O)C([Cl:35])=O. Given the product [Cl:35][C:24]([CH:21]1[CH2:22][CH2:23][N:18]([C:16]([O:15][CH2:14][CH:12]2[C:11]3[CH:10]=[CH:9][CH:8]=[CH:7][C:6]=3[C:5]3[C:13]2=[CH:1][CH:2]=[CH:3][CH:4]=3)=[O:17])[CH2:19][CH2:20]1)=[O:26], predict the reactants needed to synthesize it. (7) Given the product [CH:1]1([NH:7][S:8]([C:11]2[CH:19]=[CH:18][CH:17]=[C:13]([CH2:14][OH:15])[CH:12]=2)(=[O:9])=[O:10])[CH2:6][CH2:5][CH2:4][CH2:3][CH2:2]1, predict the reactants needed to synthesize it. The reactants are: [CH:1]1([NH:7][S:8]([C:11]2[CH:12]=[C:13]([CH:17]=[CH:18][CH:19]=2)[C:14](O)=[O:15])(=[O:10])=[O:9])[CH2:6][CH2:5][CH2:4][CH2:3][CH2:2]1.B.C1COCC1.CO.Cl. (8) Given the product [F:1][C:2]1[CH:40]=[CH:39][CH:38]=[CH:37][C:3]=1[O:4][C:5]1[N:10]=[C:9]2[O:11][C:12]([C:14]3[CH:15]=[C:16]([CH3:36])[C:17]([O:18][CH2:19][C:20]([CH3:32])([CH3:31])[C:21]([OH:23])=[O:22])=[C:33]([CH3:35])[CH:34]=3)=[N:13][C:8]2=[CH:7][CH:6]=1, predict the reactants needed to synthesize it. The reactants are: [F:1][C:2]1[CH:40]=[CH:39][CH:38]=[CH:37][C:3]=1[O:4][C:5]1[N:10]=[C:9]2[O:11][C:12]([C:14]3[CH:34]=[C:33]([CH3:35])[C:17]([O:18][CH2:19][C:20]([CH3:32])([CH3:31])[C:21]([O:23]CC4C=CC=CC=4)=[O:22])=[C:16]([CH3:36])[CH:15]=3)=[N:13][C:8]2=[CH:7][CH:6]=1.